From a dataset of Forward reaction prediction with 1.9M reactions from USPTO patents (1976-2016). Predict the product of the given reaction. (1) Given the reactants [Cl:1][C:2]1[CH:3]=[CH:4][C:5]([F:19])=[C:6]([C:8]2[NH:17][C:16](=O)[C:15]3[C:10](=[N:11][CH:12]=[CH:13][N:14]=3)[N:9]=2)[CH:7]=1.[NH2:20][C:21]1[CH:26]=[CH:25][N:24]=[CH:23][C:22]=1[CH3:27].C(N(C1C=CN=CC=1)C1C2C(=NC=CN=2)N=C(C2C=C(Br)C=CC=2F)N=1)CCC, predict the reaction product. The product is: [Cl:1][C:2]1[CH:3]=[CH:4][C:5]([F:19])=[C:6]([C:8]2[N:17]=[C:16]([NH:20][C:21]3[CH:26]=[CH:25][N:24]=[CH:23][C:22]=3[CH3:27])[C:15]3[C:10](=[N:11][CH:12]=[CH:13][N:14]=3)[N:9]=2)[CH:7]=1. (2) Given the reactants [NH2:1][C:2]1[CH:10]=[CH:9][C:8]([Cl:11])=[CH:7][C:3]=1[C:4](O)=[O:5].Cl.[CH3:13][NH:14][O:15][CH3:16].C1C=CC2N(O)N=NC=2C=1.CCN=C=NCCCN(C)C, predict the reaction product. The product is: [NH2:1][C:2]1[CH:10]=[CH:9][C:8]([Cl:11])=[CH:7][C:3]=1[C:4]([N:14]([O:15][CH3:16])[CH3:13])=[O:5]. (3) Given the reactants [F:1][C:2]1[CH:7]=[CH:6][C:5]([CH2:8][C:9]#[N:10])=[CH:4][CH:3]=1.[NH2:11][OH:12], predict the reaction product. The product is: [F:1][C:2]1[CH:7]=[CH:6][C:5]([CH2:8][C:9]([NH:11][OH:12])=[NH:10])=[CH:4][CH:3]=1. (4) Given the reactants CN([CH2:4][C:5]1[CH:6]=[C:7]([CH:23]=[CH:24][CH:25]=1)[CH2:8][C:9]1[C:10]([NH:17][CH2:18][CH2:19][CH2:20][CH2:21][CH3:22])=[N:11][C:12]([NH2:16])=[N:13][C:14]=1[CH3:15])C.[H-].[H-].[H-].[H-].[Li+].[Al+3].[OH-:32].[Na+], predict the reaction product. The product is: [NH2:16][C:12]1[N:13]=[C:14]([CH3:15])[C:9]([CH2:8][C:7]2[CH:6]=[C:5]([CH2:4][OH:32])[CH:25]=[CH:24][CH:23]=2)=[C:10]([NH:17][CH2:18][CH2:19][CH2:20][CH2:21][CH3:22])[N:11]=1.